From a dataset of Full USPTO retrosynthesis dataset with 1.9M reactions from patents (1976-2016). Predict the reactants needed to synthesize the given product. (1) Given the product [CH:9]1([CH:7]([C:1]2[CH:6]=[CH:5][CH:4]=[CH:3][CH:2]=2)[NH:17][CH:15]=[O:16])[CH2:11][CH2:10]1, predict the reactants needed to synthesize it. The reactants are: [C:1]1([C:7]([CH:9]2[CH2:11][CH2:10]2)=O)[CH:6]=[CH:5][CH:4]=[CH:3][CH:2]=1.C(O)=O.[CH:15]([NH2:17])=[O:16]. (2) Given the product [F:29][C:30]1[CH:31]=[C:32]2[C:38]([C:2]3[N:7]=[C:6]([NH:8][CH:9]4[CH:14]5[CH2:15][CH2:16][CH:11]([CH2:12][CH2:13]5)[CH:10]4[C:17]([O:19][CH3:20])=[O:18])[CH:5]=[N:4][CH:3]=3)=[N:37][N:36]([C:48]([C:49]3[CH:50]=[CH:51][CH:52]=[CH:53][CH:54]=3)([C:55]3[CH:56]=[CH:57][CH:58]=[CH:59][CH:60]=3)[C:61]3[CH:66]=[CH:65][CH:64]=[CH:63][CH:62]=3)[C:33]2=[N:34][CH:35]=1, predict the reactants needed to synthesize it. The reactants are: Cl[C:2]1[N:7]=[C:6]([NH:8][CH:9]2[CH:14]3[CH2:15][CH2:16][CH:11]([CH2:12][CH2:13]3)[CH:10]2[C:17]([O:19][CH3:20])=[O:18])[CH:5]=[N:4][CH:3]=1.[O-]P([O-])([O-])=O.[K+].[K+].[K+].[F:29][C:30]1[CH:31]=[C:32]2[C:38](B3OC(C)(C)C(C)(C)O3)=[N:37][N:36]([C:48]([C:61]3[CH:66]=[CH:65][CH:64]=[CH:63][CH:62]=3)([C:55]3[CH:60]=[CH:59][CH:58]=[CH:57][CH:56]=3)[C:49]3[CH:54]=[CH:53][CH:52]=[CH:51][CH:50]=3)[C:33]2=[N:34][CH:35]=1.CC(C1C=C(C(C)C)C(C2C=CC=CC=2P(C2CCCCC2)C2CCCCC2)=C(C(C)C)C=1)C. (3) Given the product [CH:21]([Si:20]([CH:27]([CH3:29])[CH3:28])([CH:24]([CH3:26])[CH3:25])[C:2]1[CH:7]=[CH:6][C:5]([C:8]2[CH:13]=[CH:12][CH:11]=[CH:10][N:9]=2)=[CH:4][CH:3]=1)([CH3:23])[CH3:22], predict the reactants needed to synthesize it. The reactants are: Br[C:2]1[CH:7]=[CH:6][C:5]([C:8]2[CH:13]=[CH:12][CH:11]=[CH:10][N:9]=2)=[CH:4][CH:3]=1.C([Li])CCC.Cl[Si:20]([CH:27]([CH3:29])[CH3:28])([CH:24]([CH3:26])[CH3:25])[CH:21]([CH3:23])[CH3:22]. (4) Given the product [F:23][C:20]1[CH:21]=[CH:22][C:17]([C:8]2[C:9]3[CH:15]=[CH:14][C:13]([CH3:16])=[N:12][C:10]=3[N:11]=[C:5]([NH:4][CH3:1])[CH:6]([C:24]3[S:25][CH:26]=[CH:27][CH:28]=3)[N:7]=2)=[CH:18][CH:19]=1, predict the reactants needed to synthesize it. The reactants are: [CH:1]1([NH:4][C:5]2[CH:6]([C:24]3[S:25][CH:26]=[CH:27][CH:28]=3)[N:7]=[C:8]([C:17]3[CH:22]=[CH:21][C:20]([F:23])=[CH:19][CH:18]=3)[C:9]3[CH:15]=[CH:14][C:13]([CH3:16])=[N:12][C:10]=3[N:11]=2)CC1.CN. (5) Given the product [C:39]([O:43][C:20](=[O:29])[NH:17][C:6]1[CH:5]=[C:4]([CH3:14])[C:3]([C:1]#[N:2])=[C:8]([O:9][CH3:10])[N:7]=1)([CH3:42])([CH3:41])[CH3:40], predict the reactants needed to synthesize it. The reactants are: [C:1]([C:3]1[C:4]([CH3:14])=[CH:5][C:6](C(O)=O)=[N:7][C:8]=1[O:9][CH3:10])#[N:2].C([N:17]([CH2:20]C)CC)C.C1C=CC(P(N=[N+]=[N-])(C2C=CC=CC=2)=[O:29])=CC=1.[C:39]([OH:43])([CH3:42])([CH3:41])[CH3:40]. (6) Given the product [Cl:1][C:2]1[C:7]([CH2:8][OH:9])=[CH:6][N:5]=[C:4]([S:13][CH3:14])[N:3]=1, predict the reactants needed to synthesize it. The reactants are: [Cl:1][C:2]1[C:7]([C:8](OCC)=[O:9])=[CH:6][N:5]=[C:4]([S:13][CH3:14])[N:3]=1.[H-].C([Al+]CC(C)C)C(C)C.[C@H](O)(C([O-])=O)[C@@H](O)C([O-])=O.[Na+].[K+]. (7) Given the product [ClH:21].[ClH:21].[CH3:16][O:17][CH2:18][CH2:19][N:11]1[CH2:12][CH2:13][CH:9]([NH2:8])[CH2:10]1, predict the reactants needed to synthesize it. The reactants are: C(OC([NH:8][CH:9]1[CH2:13][CH2:12][NH:11][CH2:10]1)=O)(C)(C)C.[H-].[Na+].[CH3:16][O:17][CH2:18][CH2:19]Br.[ClH:21].O1CCOCC1.